This data is from Reaction yield outcomes from USPTO patents with 853,638 reactions. The task is: Predict the reaction yield, written as a fraction of the theoretical maximum amount of product (1.0 means a 100% yield; for example, 0.34 means a 34% yield). (1) The reactants are [O:1]=[C:2]1[C:14]2[NH:13][C:12]3[C:7](=[CH:8][C:9]([C:15]#[N:16])=[CH:10][CH:11]=3)[C:6]=2[CH2:5][CH2:4][CH2:3]1.[OH-].[K+].[S:19](Cl)([C:22]1[CH:28]=[CH:27][C:25]([CH3:26])=[CH:24][CH:23]=1)(=[O:21])=[O:20]. The catalyst is C1COCC1.O. The product is [O:1]=[C:2]1[C:14]2[N:13]([S:19]([C:22]3[CH:28]=[CH:27][C:25]([CH3:26])=[CH:24][CH:23]=3)(=[O:21])=[O:20])[C:12]3[C:7](=[CH:8][C:9]([C:15]#[N:16])=[CH:10][CH:11]=3)[C:6]=2[CH2:5][CH2:4][CH2:3]1. The yield is 0.650. (2) The catalyst is C(O)C. The reactants are [F:1][C:2]([F:27])([F:26])[C:3]1[CH:8]=[CH:7][C:6]([C:9]2[O:13][C:12]([NH:14][C:15]3[CH:16]=[CH:17][CH:18]=[C:19]4[C:24]=3[CH2:23][C:22](=[O:25])[CH2:21][CH2:20]4)=[N:11][CH:10]=2)=[CH:5][CH:4]=1.[BH4-].[Na+].O. The product is [F:27][C:2]([F:1])([F:26])[C:3]1[CH:8]=[CH:7][C:6]([C:9]2[O:13][C:12]([NH:14][C:15]3[CH:16]=[CH:17][CH:18]=[C:19]4[C:24]=3[CH2:23][CH:22]([OH:25])[CH2:21][CH2:20]4)=[N:11][CH:10]=2)=[CH:5][CH:4]=1. The yield is 0.560. (3) The reactants are O.O=[CH:3][C:4]([OH:6])=[O:5].[NH2:7][C:8]1[CH:13]=[CH:12][CH:11]=[CH:10][CH:9]=1.[CH2:14]([O:21][C:22]1[N:27]=[CH:26][C:25](B(O)O)=[CH:24][CH:23]=1)[C:15]1[CH:20]=[CH:19][CH:18]=[CH:17][CH:16]=1. The catalyst is C(#N)C. The product is [CH2:14]([O:21][C:22]1[N:27]=[CH:26][C:25]([CH:3]([NH:7][C:8]2[CH:13]=[CH:12][CH:11]=[CH:10][CH:9]=2)[C:4]([OH:6])=[O:5])=[CH:24][CH:23]=1)[C:15]1[CH:16]=[CH:17][CH:18]=[CH:19][CH:20]=1. The yield is 0.315. (4) The reactants are [N+:1]([C:4]1[CH:21]=[CH:20][C:7]2[S:8][CH2:9][C:10](=S)[N:11]([CH:12]([CH3:18])[C:13](OCC)=[O:14])[C:6]=2[CH:5]=1)([O-:3])=[O:2].O.[NH2:23][NH2:24]. The catalyst is CCO. The product is [CH3:18][CH:12]1[C:13](=[O:14])[NH:24][N:23]=[C:10]2[CH2:9][S:8][C:7]3[CH:20]=[CH:21][C:4]([N+:1]([O-:3])=[O:2])=[CH:5][C:6]=3[N:11]12. The yield is 0.770.